Task: Predict the product of the given reaction.. Dataset: Forward reaction prediction with 1.9M reactions from USPTO patents (1976-2016) (1) Given the reactants C(OCC)(=O)C.C(OC([N:14]1[CH2:19][CH2:18][CH:17]([CH2:20][S:21][C:22]2[CH:27]=[CH:26][CH:25]=[CH:24][CH:23]=2)[CH2:16][CH2:15]1)=O)(C)(C)C.[ClH:28], predict the reaction product. The product is: [ClH:28].[C:22]1([S:21][CH2:20][CH:17]2[CH2:16][CH2:15][NH:14][CH2:19][CH2:18]2)[CH:23]=[CH:24][CH:25]=[CH:26][CH:27]=1. (2) Given the reactants [CH3:1][N:2]1[CH:6]=[CH:5][N:4]=[C:3]1[C:7]([OH:9])=O.CN(C)C=O.C(Cl)(=O)C(Cl)=O.[NH2:21][C:22]1[CH:23]=[C:24]([CH:41]=[CH:42][CH:43]=1)[O:25][C:26]1[CH:27]=[CH:28][C:29]2[N:30]([CH:32]=[C:33]([NH:35][C:36]([CH:38]3[CH2:40][CH2:39]3)=[O:37])[N:34]=2)[N:31]=1, predict the reaction product. The product is: [CH:38]1([C:36]([NH:35][C:33]2[N:34]=[C:29]3[CH:28]=[CH:27][C:26]([O:25][C:24]4[CH:23]=[C:22]([NH:21][C:7]([C:3]5[N:2]([CH3:1])[CH:6]=[CH:5][N:4]=5)=[O:9])[CH:43]=[CH:42][CH:41]=4)=[N:31][N:30]3[CH:32]=2)=[O:37])[CH2:39][CH2:40]1. (3) The product is: [CH2:9]([S:8][C:7]1[CH:6]=[CH:5][C:4]([S:11]([NH:14][CH2:15][C:16]([F:18])([F:19])[F:17])(=[O:12])=[O:13])=[CH:3][C:2]=1[NH:1][C:32]([NH:31][C:27]1[CH:28]=[CH:29][CH:30]=[C:25]([C:24]([F:23])([F:34])[F:35])[CH:26]=1)=[O:33])[CH3:10]. Given the reactants [NH2:1][C:2]1[CH:3]=[C:4]([S:11]([NH:14][CH2:15][C:16]([F:19])([F:18])[F:17])(=[O:13])=[O:12])[CH:5]=[CH:6][C:7]=1[S:8][CH2:9][CH3:10].[N-]=C=O.[F:23][C:24]([F:35])([F:34])[C:25]1[CH:26]=[C:27]([N:31]=[C:32]=[O:33])[CH:28]=[CH:29][CH:30]=1, predict the reaction product. (4) Given the reactants C=O.[C:3](O)(=O)C.[NH:7]1[CH2:12][CH2:11][O:10][CH:9]([C:13]2[CH:18]=[CH:17][C:16]([OH:19])=[CH:15][CH:14]=2)[CH2:8]1, predict the reaction product. The product is: [CH3:3][N:7]1[CH2:12][CH2:11][O:10][CH:9]([C:13]2[CH:18]=[CH:17][C:16]([OH:19])=[CH:15][CH:14]=2)[CH2:8]1. (5) Given the reactants [CH3:1][S:2]([C:5]1[CH:10]=[CH:9][C:8](B(O)O)=[CH:7][CH:6]=1)(=[O:4])=[O:3].[NH2:14][C:15]1[N:16]=[C:17]([N:26]2[CH2:31][CH2:30][N:29]([C:32](=[O:42])[CH2:33][O:34][C:35]3[CH:40]=[CH:39][C:38]([Cl:41])=[CH:37][CH:36]=3)[CH2:28][CH2:27]2)[C:18]2[N:24]=[C:23](Cl)[CH:22]=[CH:21][C:19]=2[N:20]=1, predict the reaction product. The product is: [NH2:14][C:15]1[N:16]=[C:17]([N:26]2[CH2:27][CH2:28][N:29]([C:32](=[O:42])[CH2:33][O:34][C:35]3[CH:40]=[CH:39][C:38]([Cl:41])=[CH:37][CH:36]=3)[CH2:30][CH2:31]2)[C:18]2[N:24]=[C:23]([C:8]3[CH:9]=[CH:10][C:5]([S:2]([CH3:1])(=[O:4])=[O:3])=[CH:6][CH:7]=3)[CH:22]=[CH:21][C:19]=2[N:20]=1. (6) Given the reactants [NH2:1][C:2]1[CH:7]=[CH:6][CH:5]=[CH:4][CH:3]=1.[O:8]1[C:16](=[O:17])[CH2:15][CH2:14][CH2:13][CH2:12][CH2:11][CH2:10][C:9]1=[O:18], predict the reaction product. The product is: [C:2]1([NH:1][C:16]([CH2:15][CH2:14][CH2:13][CH2:12][CH2:11][CH2:10][C:9]([OH:18])=[O:8])=[O:17])[CH:7]=[CH:6][CH:5]=[CH:4][CH:3]=1. (7) Given the reactants [O:1]([CH2:8][CH2:9][NH:10][C:11]1[C:20]2[C:15](=[CH:16][CH:17]=[CH:18][CH:19]=2)[N:14]=[CH:13][C:12]=1[NH2:21])[C:2]1[CH:7]=[CH:6][CH:5]=[CH:4][CH:3]=1.[C:22](Cl)(=O)[CH2:23][CH:24]([CH3:26])[CH3:25].[OH-].[NH4+:30].C1(C)C=CC(S(Cl)(=O)=O)=CC=1, predict the reaction product. The product is: [CH2:23]([C:22]1[N:10]([CH2:9][CH2:8][O:1][C:2]2[CH:7]=[CH:6][CH:5]=[CH:4][CH:3]=2)[C:11]2[C:20]3[CH:19]=[CH:18][CH:17]=[CH:16][C:15]=3[N:14]=[C:13]([NH2:30])[C:12]=2[N:21]=1)[CH:24]([CH3:26])[CH3:25].